The task is: Regression. Given two drug SMILES strings and cell line genomic features, predict the synergy score measuring deviation from expected non-interaction effect.. This data is from NCI-60 drug combinations with 297,098 pairs across 59 cell lines. (1) Drug 1: CC1=C(C=C(C=C1)NC(=O)C2=CC=C(C=C2)CN3CCN(CC3)C)NC4=NC=CC(=N4)C5=CN=CC=C5. Drug 2: C#CCC(CC1=CN=C2C(=N1)C(=NC(=N2)N)N)C3=CC=C(C=C3)C(=O)NC(CCC(=O)O)C(=O)O. Cell line: NCIH23. Synergy scores: CSS=52.8, Synergy_ZIP=9.59, Synergy_Bliss=8.44, Synergy_Loewe=-20.3, Synergy_HSA=5.06. (2) Drug 1: CC1CCC2CC(C(=CC=CC=CC(CC(C(=O)C(C(C(=CC(C(=O)CC(OC(=O)C3CCCCN3C(=O)C(=O)C1(O2)O)C(C)CC4CCC(C(C4)OC)O)C)C)O)OC)C)C)C)OC. Drug 2: CC1=C2C(C(=O)C3(C(CC4C(C3C(C(C2(C)C)(CC1OC(=O)C(C(C5=CC=CC=C5)NC(=O)C6=CC=CC=C6)O)O)OC(=O)C7=CC=CC=C7)(CO4)OC(=O)C)O)C)OC(=O)C. Cell line: U251. Synergy scores: CSS=44.8, Synergy_ZIP=1.16, Synergy_Bliss=0.978, Synergy_Loewe=1.50, Synergy_HSA=3.85. (3) Drug 1: C1=CC(=CC=C1C#N)C(C2=CC=C(C=C2)C#N)N3C=NC=N3. Drug 2: CN(C(=O)NC(C=O)C(C(C(CO)O)O)O)N=O. Cell line: DU-145. Synergy scores: CSS=-3.56, Synergy_ZIP=3.58, Synergy_Bliss=1.59, Synergy_Loewe=-3.16, Synergy_HSA=-2.64.